Dataset: Catalyst prediction with 721,799 reactions and 888 catalyst types from USPTO. Task: Predict which catalyst facilitates the given reaction. (1) Reactant: CC1(C)C(C)(C)OB([C:9]2[CH:17]=[CH:16][CH:15]=[C:14]3[C:10]=2[CH2:11][CH2:12][C:13]3=[O:18])O1.C(=O)([O-])[O-].[Cs+].[Cs+].Br[C:27]1[C:28]([O:36][CH3:37])=[C:29]([OH:35])[C:30]([O:33][CH3:34])=[CH:31][CH:32]=1. Product: [OH:35][C:29]1[C:30]([O:33][CH3:34])=[C:31]([C:9]2[CH:17]=[CH:16][CH:15]=[C:14]3[C:10]=2[CH2:11][CH2:12][C:13]3=[O:18])[CH:32]=[CH:27][C:28]=1[O:36][CH3:37]. The catalyst class is: 427. (2) Reactant: [C:1]([C:3]1([NH:6][C:7](=[O:34])[C@@H:8]([NH:13][C@@H:14]([C:20]2[CH:25]=[CH:24][C:23]([C:26]3[CH:31]=[CH:30][C:29](F)=[CH:28][C:27]=3F)=[CH:22][CH:21]=2)[C:15]2[S:16][CH:17]=[CH:18][N:19]=2)[CH2:9][CH:10]([CH3:12])[CH3:11])[CH2:5][CH2:4]1)#[N:2].C(C1(NC(=O)[C@@H](N[C@@H](C2C=CC(Br)=CC=2)C2SC=CN=2)CC(C)C)CC1)#N.[CH3:62][S:63](C1C=CC(B(O)O)=CC=1)(=[O:65])=[O:64]. Product: [C:1]([C:3]1([NH:6][C:7](=[O:34])[C@@H:8]([NH:13][C@@H:14]([C:20]2[CH:25]=[CH:24][C:23]([C:26]3[CH:31]=[CH:30][C:29]([S:63]([CH3:62])(=[O:65])=[O:64])=[CH:28][CH:27]=3)=[CH:22][CH:21]=2)[C:15]2[S:16][CH:17]=[CH:18][N:19]=2)[CH2:9][CH:10]([CH3:12])[CH3:11])[CH2:5][CH2:4]1)#[N:2]. The catalyst class is: 140. (3) Reactant: [Br:1][C:2]1[CH:7]=[CH:6][C:5]([N+:8]([O-:10])=[O:9])=[C:4](F)[CH:3]=1.[O-:12][CH2:13][CH3:14].[Na+]. Product: [Br:1][C:2]1[CH:7]=[CH:6][C:5]([N+:8]([O-:10])=[O:9])=[C:4]([O:12][CH2:13][CH3:14])[CH:3]=1. The catalyst class is: 8. (4) Reactant: [F:1][C:2]([F:22])([F:21])[C:3]1[CH:4]=[C:5]([C:9]2[CH:10]=[CH:11][C:12]3[N:18]4[CH2:19][C@H:15]([CH2:16][CH2:17]4)[NH:14][C:13]=3[N:20]=2)[CH:6]=[CH:7][CH:8]=1.[O:23]1[C:27]([C:28]2[CH:33]=[CH:32][N:31]=[C:30]([NH:34][C:35](=O)[O:36]C3C=CC=CC=3)[CH:29]=2)=[CH:26][N:25]=[CH:24]1. The catalyst class is: 594. Product: [O:23]1[C:27]([C:28]2[CH:33]=[CH:32][N:31]=[C:30]([NH:34][C:35]([N:14]3[C@@H:15]4[CH2:19][N:18]([CH2:17][CH2:16]4)[C:12]4[CH:11]=[CH:10][C:9]([C:5]5[CH:6]=[CH:7][CH:8]=[C:3]([C:2]([F:21])([F:1])[F:22])[CH:4]=5)=[N:20][C:13]3=4)=[O:36])[CH:29]=2)=[CH:26][N:25]=[CH:24]1. (5) Reactant: [C:1]([O:5][C:6]([NH:8][C@H:9]([C:22]([NH:24][C@H:25]([C:38]([OH:40])=[O:39])[CH2:26][CH2:27][CH2:28][CH2:29][NH:30][C:31]([O:33][C:34]([CH3:37])([CH3:36])[CH3:35])=[O:32])=[O:23])[CH2:10][CH2:11][CH2:12][CH2:13][NH:14][C:15]([O:17][C:18]([CH3:21])([CH3:20])[CH3:19])=[O:16])=[O:7])([CH3:4])([CH3:3])[CH3:2].C([O-])(O)=O.[Na+].[C:46](=[O:53])([O:50][CH2:51]I)[S:47][CH2:48][CH3:49]. Product: [C:46](=[O:53])([S:47][CH2:48][CH3:49])[O:50][CH2:51][O:39][C:38](=[O:40])[C@H:25]([CH2:26][CH2:27][CH2:28][CH2:29][NH:30][C:31]([O:33][C:34]([CH3:37])([CH3:36])[CH3:35])=[O:32])[NH:24][C:22](=[O:23])[C@H:9]([CH2:10][CH2:11][CH2:12][CH2:13][NH:14][C:15]([O:17][C:18]([CH3:21])([CH3:20])[CH3:19])=[O:16])[NH:8][C:6]([O:5][C:1]([CH3:2])([CH3:3])[CH3:4])=[O:7]. The catalyst class is: 232. (6) Reactant: C[O:2][C:3](=[O:26])[CH2:4][C:5]1[CH:6]=[C:7]([C:12]2[CH:17]=[CH:16][C:15]([C:18]([F:21])([F:20])[F:19])=[CH:14][C:13]=2[CH2:22][NH:23][CH2:24][CH3:25])[CH:8]=[C:9]([Cl:11])[CH:10]=1.[Li+].[OH-]. Product: [Cl:11][C:9]1[CH:10]=[C:5]([CH2:4][C:3]([OH:26])=[O:2])[CH:6]=[C:7]([C:12]2[CH:17]=[CH:16][C:15]([C:18]([F:21])([F:20])[F:19])=[CH:14][C:13]=2[CH2:22][NH:23][CH2:24][CH3:25])[CH:8]=1. The catalyst class is: 12.